This data is from NCI-60 drug combinations with 297,098 pairs across 59 cell lines. The task is: Regression. Given two drug SMILES strings and cell line genomic features, predict the synergy score measuring deviation from expected non-interaction effect. (1) Drug 1: CC1OCC2C(O1)C(C(C(O2)OC3C4COC(=O)C4C(C5=CC6=C(C=C35)OCO6)C7=CC(=C(C(=C7)OC)O)OC)O)O. Drug 2: CC(C)NC(=O)C1=CC=C(C=C1)CNNC.Cl. Cell line: A549. Synergy scores: CSS=34.9, Synergy_ZIP=1.10, Synergy_Bliss=0.898, Synergy_Loewe=-27.8, Synergy_HSA=-1.82. (2) Drug 1: CCC1=CC2CC(C3=C(CN(C2)C1)C4=CC=CC=C4N3)(C5=C(C=C6C(=C5)C78CCN9C7C(C=CC9)(C(C(C8N6C)(C(=O)OC)O)OC(=O)C)CC)OC)C(=O)OC. Drug 2: CCN(CC)CCNC(=O)C1=C(NC(=C1C)C=C2C3=C(C=CC(=C3)F)NC2=O)C. Cell line: HT29. Synergy scores: CSS=64.8, Synergy_ZIP=4.10, Synergy_Bliss=3.80, Synergy_Loewe=-0.180, Synergy_HSA=6.13. (3) Drug 1: C1CCC(C1)C(CC#N)N2C=C(C=N2)C3=C4C=CNC4=NC=N3. Drug 2: C1CC(=O)NC(=O)C1N2C(=O)C3=CC=CC=C3C2=O. Cell line: A549. Synergy scores: CSS=16.5, Synergy_ZIP=-3.82, Synergy_Bliss=2.86, Synergy_Loewe=2.80, Synergy_HSA=2.45. (4) Drug 1: C1=C(C(=O)NC(=O)N1)N(CCCl)CCCl. Drug 2: CCC1(C2=C(COC1=O)C(=O)N3CC4=CC5=C(C=CC(=C5CN(C)C)O)N=C4C3=C2)O.Cl. Cell line: HOP-62. Synergy scores: CSS=47.6, Synergy_ZIP=-0.151, Synergy_Bliss=-3.73, Synergy_Loewe=-22.7, Synergy_HSA=-5.42. (5) Drug 1: C1CCN(CC1)CCOC2=CC=C(C=C2)C(=O)C3=C(SC4=C3C=CC(=C4)O)C5=CC=C(C=C5)O. Drug 2: CN(CCCl)CCCl.Cl. Synergy scores: CSS=1.08, Synergy_ZIP=-0.809, Synergy_Bliss=-0.710, Synergy_Loewe=-4.96, Synergy_HSA=-5.20. Cell line: HOP-62. (6) Drug 1: CC1=C2C(C(=O)C3(C(CC4C(C3C(C(C2(C)C)(CC1OC(=O)C(C(C5=CC=CC=C5)NC(=O)C6=CC=CC=C6)O)O)OC(=O)C7=CC=CC=C7)(CO4)OC(=O)C)O)C)OC(=O)C. Drug 2: C1CN(CCN1C(=O)CCBr)C(=O)CCBr. Cell line: SF-539. Synergy scores: CSS=58.3, Synergy_ZIP=-2.19, Synergy_Bliss=1.49, Synergy_Loewe=-20.5, Synergy_HSA=1.85.